This data is from Catalyst prediction with 721,799 reactions and 888 catalyst types from USPTO. The task is: Predict which catalyst facilitates the given reaction. (1) Reactant: [NH2:1][CH2:2][C@@H:3]([OH:5])[CH3:4].Br[C:7]1[CH:30]=[CH:29][C:10]2[C:11]3[N:12]=[C:13]([C:19]4[N:20]([CH2:24][C:25]([F:28])([F:27])[F:26])[N:21]=[CH:22][N:23]=4)[S:14][C:15]=3[CH2:16][CH2:17][O:18][C:9]=2[CH:8]=1.C1(P(C2C=CC=CC=2)C2C3[O:50][C:49]4C(=CC=CC=4P(C4C=CC=CC=4)C4C=CC=CC=4)C(C)(C)C=3C=CC=2)C=CC=CC=1.C(=O)([O-])[O-].[Na+].[Na+]. Product: [OH:5][C@@H:3]([CH3:4])[CH2:2][NH:1][C:49]([C:7]1[CH:30]=[CH:29][C:10]2[C:11]3[N:12]=[C:13]([C:19]4[N:20]([CH2:24][C:25]([F:28])([F:27])[F:26])[N:21]=[CH:22][N:23]=4)[S:14][C:15]=3[CH2:16][CH2:17][O:18][C:9]=2[CH:8]=1)=[O:50]. The catalyst class is: 222. (2) The catalyst class is: 8. Product: [C:28]([C:18]1[CH:17]=[C:16]([NH:15][C:13]([NH:12][CH2:11][C:10]2[CH:32]=[CH:33][CH:34]=[CH:35][C:9]=2[O:8][C:6]2[CH:5]=[CH:4][N:3]=[C:2]([N:36]3[CH2:41][CH2:40][CH:39]([C:42]([NH2:44])=[O:43])[CH2:38][CH2:37]3)[N:7]=2)=[O:14])[N:20]([C:21]2[CH:26]=[CH:25][C:24]([CH3:27])=[CH:23][CH:22]=2)[N:19]=1)([CH3:31])([CH3:30])[CH3:29]. Reactant: Cl[C:2]1[N:7]=[C:6]([O:8][C:9]2[CH:35]=[CH:34][CH:33]=[CH:32][C:10]=2[CH2:11][NH:12][C:13]([NH:15][C:16]2[N:20]([C:21]3[CH:26]=[CH:25][C:24]([CH3:27])=[CH:23][CH:22]=3)[N:19]=[C:18]([C:28]([CH3:31])([CH3:30])[CH3:29])[CH:17]=2)=[O:14])[CH:5]=[CH:4][N:3]=1.[NH:36]1[CH2:41][CH2:40][CH:39]([C:42]([NH2:44])=[O:43])[CH2:38][CH2:37]1.C(=O)([O-])[O-].[Na+].[Na+]. (3) Reactant: Cl[C:2]1C=C(C=C[CH:11]=1)C(OO)=O.C(S[C:15]1[CH:20]=[CH:19][CH:18]=[CH:17][C:16]=1[C:21]1[N:22]=[C:23]2[CH:28]=[CH:27][C:26]([C:29]([F:32])([F:31])[F:30])=[CH:25][N:24]2[CH:33]=1)C.[S:34]([O-:38])([O-])(=[O:36])=S.[Na+].[Na+]. Product: [CH2:2]([S:34]([C:17]1[CH:18]=[CH:19][CH:20]=[CH:15][C:16]=1[C:21]1[N:22]=[C:23]2[CH:28]=[CH:27][C:26]([C:29]([F:31])([F:32])[F:30])=[CH:25][N:24]2[CH:33]=1)(=[O:38])=[O:36])[CH3:11]. The catalyst class is: 22. (4) Reactant: [Br:1][C:2]1[CH:9]=[CH:8][C:5]([CH:6]=[O:7])=[C:4]([O:10][CH2:11][C:12]([CH3:14])=[CH2:13])[CH:3]=1.[CH:15]([Mg]Br)=[CH2:16]. The catalyst class is: 1. Product: [Br:1][C:2]1[CH:9]=[CH:8][C:5]([CH:6]([OH:7])[CH:15]=[CH2:16])=[C:4]([O:10][CH2:11][C:12]([CH3:14])=[CH2:13])[CH:3]=1. (5) Reactant: C([O:5][C:6](=O)[NH:7][C@@H:8]([CH3:33])[C:9]([N:11]1[CH2:16][CH2:15][CH2:14][C@@H:13]([C:17](=[O:32])[NH:18][C@@H:19]([C:21]2[CH:30]=[CH:29][C:28]3[C:23](=[CH:24][C:25]([Br:31])=[CH:26][CH:27]=3)[N:22]=2)[CH3:20])[NH:12]1)=[O:10])(C)(C)C.Cl.[CH:36]1([CH:39]([OH:43])C(O)=O)[CH2:38][CH2:37]1.C(N(CC)C(C)C)(C)C.F[P-](F)(F)(F)(F)F.N1(O[P+](N(C)C)(N(C)C)N(C)C)C2C=CC=CC=2N=N1. Product: [Br:31][C:25]1[CH:24]=[C:23]2[C:28]([CH:29]=[CH:30][C:21]([C@H:19]([NH:18][C:17]([C@@H:13]3[CH2:14][CH2:15][CH2:16][N:11]([C:9](=[O:10])[C@@H:8]([NH:7][C:6](=[O:5])[CH:39]([CH:36]4[CH2:38][CH2:37]4)[OH:43])[CH3:33])[NH:12]3)=[O:32])[CH3:20])=[N:22]2)=[CH:27][CH:26]=1. The catalyst class is: 269. (6) Reactant: Br[C:2]1[C:3]([N:19]2[CH2:24][CH2:23][C@@H:22]([C:25]#[N:26])[C@H:21]([OH:27])[CH2:20]2)=[C:4]([Cl:18])[C:5]([NH:8][CH2:9][C:10]2[CH:15]=[CH:14][C:13]([O:16][CH3:17])=[CH:12][CH:11]=2)=[N:6][CH:7]=1.[CH3:28][N:29]1[C:33]2[CH:34]=[CH:35][C:36](B3OC(C)(C)C(C)(C)O3)=[CH:37][C:32]=2[CH2:31][S:30]1(=[O:48])=[O:47].C(=O)([O-])[O-].[K+].[K+].C(Cl)Cl. Product: [Cl:18][C:4]1[C:5]([NH:8][CH2:9][C:10]2[CH:15]=[CH:14][C:13]([O:16][CH3:17])=[CH:12][CH:11]=2)=[N:6][CH:7]=[C:2]([C:36]2[CH:35]=[CH:34][C:33]3[N:29]([CH3:28])[S:30](=[O:47])(=[O:48])[CH2:31][C:32]=3[CH:37]=2)[C:3]=1[N:19]1[CH2:24][CH2:23][C@@H:22]([C:25]#[N:26])[C@H:21]([OH:27])[CH2:20]1. The catalyst class is: 379.